This data is from Forward reaction prediction with 1.9M reactions from USPTO patents (1976-2016). The task is: Predict the product of the given reaction. (1) Given the reactants FC(F)(F)C(O)=O.C(OC([N:15]1[C:20]2[CH:21]=[C:22]([Cl:26])[C:23]([OH:25])=[CH:24][C:19]=2[O:18][CH:17]([C:27]([N:29]2[CH2:34][CH2:33][C:32]([C:43]#[N:44])([CH2:35][C:36]3[CH:41]=[CH:40][C:39]([F:42])=[CH:38][CH:37]=3)[CH2:31][CH2:30]2)=[O:28])[CH2:16]1)=O)(C)(C)C, predict the reaction product. The product is: [Cl:26][C:22]1[C:23]([OH:25])=[CH:24][C:19]2[O:18][CH:17]([C:27]([N:29]3[CH2:30][CH2:31][C:32]([CH2:35][C:36]4[CH:37]=[CH:38][C:39]([F:42])=[CH:40][CH:41]=4)([C:43]#[N:44])[CH2:33][CH2:34]3)=[O:28])[CH2:16][NH:15][C:20]=2[CH:21]=1. (2) Given the reactants C([O:3][C:4](=[O:25])[C@@H:5]([O:22][CH2:23][CH3:24])[CH2:6][C:7]1[CH:12]=[CH:11][C:10]([O:13][CH2:14][C:15]2[S:16][C:17](Br)=[CH:18][C:19]=2[CH3:20])=[CH:9][CH:8]=1)C.[O:26]1[CH:30]=[CH:29][CH:28]=[C:27]1[N:31]([CH3:43])[C:32]([C:34]1[CH:39]=[CH:38][C:37](B(O)O)=[CH:36][CH:35]=1)=[O:33], predict the reaction product. The product is: [CH2:23]([O:22][C@@H:5]([CH2:6][C:7]1[CH:8]=[CH:9][C:10]([O:13][CH2:14][C:15]2[S:16][C:17]([C:37]3[CH:36]=[CH:35][C:34]([C:32](=[O:33])[N:31]([C:27]4[O:26][CH:30]=[CH:29][CH:28]=4)[CH3:43])=[CH:39][CH:38]=3)=[CH:18][C:19]=2[CH3:20])=[CH:11][CH:12]=1)[C:4]([OH:3])=[O:25])[CH3:24]. (3) Given the reactants [N:1]1([C:6]([CH3:11])([CH3:10])[CH2:7][CH2:8][OH:9])[CH:5]=[CH:4][N:3]=[CH:2]1.C1C=CC(P(C2C=CC=CC=2)C2C=CC=CC=2)=CC=1.[Cl:31][C:32]1[CH:37]=[CH:36][C:35]([N:38]([C@H:42]2[C:51]3[C:46](=[CH:47][CH:48]=[CH:49][CH:50]=3)[N:45]([C:52](=[O:60])[C:53]3[CH:58]=[CH:57][C:56](O)=[CH:55][CH:54]=3)[C@@H:44]([CH3:61])[CH2:43]2)[C:39](=[O:41])[CH3:40])=[CH:34][CH:33]=1.CCOC(/N=N/C(OCC)=O)=O, predict the reaction product. The product is: [Cl:31][C:32]1[CH:33]=[CH:34][C:35]([N:38]([C@H:42]2[C:51]3[C:46](=[CH:47][CH:48]=[CH:49][CH:50]=3)[N:45]([C:52](=[O:60])[C:53]3[CH:58]=[CH:57][C:56]([O:9][CH2:8][CH2:7][C:6]([N:1]4[CH:5]=[CH:4][N:3]=[CH:2]4)([CH3:11])[CH3:10])=[CH:55][CH:54]=3)[C@@H:44]([CH3:61])[CH2:43]2)[C:39](=[O:41])[CH3:40])=[CH:36][CH:37]=1. (4) Given the reactants [C:1]([O:5][CH:6]([O:8][CH2:9][CH3:10])[CH3:7])(=[O:4])[CH:2]=[CH2:3].[C:11]([O:16][CH2:17][C:18]1[CH:23]=[CH:22][CH:21]=[CH:20][CH:19]=1)(=[O:15])[C:12]([CH3:14])=[CH2:13].[C:24]([O:29][CH2:30][CH2:31][OH:32])(=[O:28])[C:25]([CH3:27])=[CH2:26].N(C(C)(CC)C([O-])=O)=NC(C)(CC)C([O-])=O, predict the reaction product. The product is: [C:1]([O:5][CH:6]([O:8][CH2:9][CH3:10])[CH3:7])(=[O:4])[CH:2]=[CH2:3].[C:11]([O:16][CH2:17][C:18]1[CH:19]=[CH:20][CH:21]=[CH:22][CH:23]=1)(=[O:15])[C:12]([CH3:14])=[CH2:13].[C:24]([O:29][CH2:30][CH2:31][OH:32])(=[O:28])[C:25]([CH3:27])=[CH2:26].[C:6]([O:8][CH:9]([CH3:10])[CH2:11][O:16][CH3:17])(=[O:5])[CH3:7]. (5) The product is: [Cl:1][C:2]1[CH:19]=[C:18]([Cl:20])[CH:17]=[CH:16][C:3]=1[O:4][C:5]1[C:6](/[CH:7]=[CH:29]/[C:30]([O:32][CH2:33][CH3:34])=[O:31])=[CH:9][CH:10]=[C:11]([O:13][CH2:14][CH3:15])[N:12]=1. Given the reactants [Cl:1][C:2]1[CH:19]=[C:18]([Cl:20])[CH:17]=[CH:16][C:3]=1[O:4][C:5]1[N:12]=[C:11]([O:13][CH2:14][CH3:15])[CH:10]=[CH:9][C:6]=1[CH:7]=O.C(OP([CH2:29][C:30]([O:32][CH2:33][CH3:34])=[O:31])(OCC)=O)C.[H-].[Na+].O, predict the reaction product. (6) Given the reactants [Si:1]([O:18][CH:19]1[CH:24]([C:25]([O:27][CH2:28][CH3:29])=[O:26])[CH2:23][CH2:22][N:21]([C:30]2[C:38]3[C:33](=[CH:34][CH:35]=[CH:36][C:37]=3[F:39])[NH:32][N:31]=2)[CH2:20]1)([C:14]([CH3:17])([CH3:16])[CH3:15])([C:8]1[CH:13]=[CH:12][CH:11]=[CH:10][CH:9]=1)[C:2]1[CH:7]=[CH:6][CH:5]=[CH:4][CH:3]=1.CCN(C(C)C)C(C)C.[Cl:49][C:50]1[CH:58]=[CH:57][CH:56]=[C:55]([CH:59]2[CH2:61][CH2:60]2)[C:51]=1[C:52](Cl)=[O:53], predict the reaction product. The product is: [Si:1]([O:18][CH:19]1[CH:24]([C:25]([O:27][CH2:28][CH3:29])=[O:26])[CH2:23][CH2:22][N:21]([C:30]2[C:38]3[C:33](=[CH:34][CH:35]=[CH:36][C:37]=3[F:39])[N:32]([C:52](=[O:53])[C:51]3[C:55]([CH:59]4[CH2:60][CH2:61]4)=[CH:56][CH:57]=[CH:58][C:50]=3[Cl:49])[N:31]=2)[CH2:20]1)([C:14]([CH3:16])([CH3:15])[CH3:17])([C:8]1[CH:9]=[CH:10][CH:11]=[CH:12][CH:13]=1)[C:2]1[CH:3]=[CH:4][CH:5]=[CH:6][CH:7]=1. (7) Given the reactants C[O:2][C:3](=O)[CH2:4][C:5]1[C:6]([CH3:21])=[N:7][C:8]([C:11]2[CH:16]=[CH:15][C:14]([C:17]([F:20])([F:19])[F:18])=[CH:13][CH:12]=2)=[CH:9][CH:10]=1.[H-].[Al+3].[Li+].[H-].[H-].[H-].C(OCC)(=O)C, predict the reaction product. The product is: [CH3:21][C:6]1[C:5]([CH2:4][CH2:3][OH:2])=[CH:10][CH:9]=[C:8]([C:11]2[CH:16]=[CH:15][C:14]([C:17]([F:19])([F:18])[F:20])=[CH:13][CH:12]=2)[N:7]=1.